From a dataset of Forward reaction prediction with 1.9M reactions from USPTO patents (1976-2016). Predict the product of the given reaction. (1) Given the reactants [C:1]([C:3]1[C:7]([C:8]2[CH:13]=[CH:12][CH:11]=[CH:10][CH:9]=2)=[CH:6][N:5]([C:14]2[CH:22]=[CH:21][C:17]([C:18]([OH:20])=O)=[CH:16][CH:15]=2)[CH:4]=1)#[N:2].C(N1C=CN=C1)([N:25]1C=CN=C1)=O.N.O, predict the reaction product. The product is: [C:1]([C:3]1[C:7]([C:8]2[CH:9]=[CH:10][CH:11]=[CH:12][CH:13]=2)=[CH:6][N:5]([C:14]2[CH:15]=[CH:16][C:17]([C:18]([NH2:25])=[O:20])=[CH:21][CH:22]=2)[CH:4]=1)#[N:2]. (2) Given the reactants [FH:1].[FH:2].F.C(N(CC)CC)C.O=[C:12]1[CH2:17][CH2:16][CH:15]([C:18]([O:20][CH2:21][CH3:22])=[O:19])[CH2:14][CH2:13]1.C([O-])(O)=O.[Na+], predict the reaction product. The product is: [F:1][C:12]1([F:2])[CH2:17][CH2:16][CH:15]([C:18]([O:20][CH2:21][CH3:22])=[O:19])[CH2:14][CH2:13]1. (3) Given the reactants C([Li])CCC.CCCCCC.C(NC(C)C)(C)C.[Cl:19][C:20]1[C:25](I)=[CH:24][CH:23]=[C:22](Cl)[N:21]=1.[C:28](=O)=[O:29].C([O-])([O-])=[O:32].[K+].[K+].[CH3:37][I:38].[ClH:39], predict the reaction product. The product is: [Cl:39][C:22]1[N:21]=[C:20]([Cl:19])[CH:25]=[C:37]([I:38])[C:23]=1[C:24]([O:29][CH3:28])=[O:32].